Dataset: Peptide-MHC class I binding affinity with 185,985 pairs from IEDB/IMGT. Task: Regression. Given a peptide amino acid sequence and an MHC pseudo amino acid sequence, predict their binding affinity value. This is MHC class I binding data. The peptide sequence is FPVTPQVPL. The MHC is HLA-B44:02 with pseudo-sequence HLA-B44:02. The binding affinity (normalized) is 0.